This data is from Forward reaction prediction with 1.9M reactions from USPTO patents (1976-2016). The task is: Predict the product of the given reaction. (1) Given the reactants [CH3:1][CH:2]1[CH2:11][C:10]2[C:5](=[CH:6][CH:7]=[C:8]([CH2:12][CH:13]=O)[CH:9]=2)[C:4](=[O:15])[O:3]1.[CH3:16][CH:17]1[CH2:22][NH:21][CH2:20][CH2:19][NH:18]1.C([BH3-])#N.[Na+], predict the reaction product. The product is: [CH3:1][CH:2]1[CH2:11][C:10]2[C:5](=[CH:6][CH:7]=[C:8]([CH2:12][CH2:13][N:21]3[CH2:20][CH2:19][NH:18][CH:17]([CH3:16])[CH2:22]3)[CH:9]=2)[C:4](=[O:15])[O:3]1. (2) Given the reactants [CH3:1][C@H:2]1[CH2:7][NH:6][CH2:5][CH2:4][NH:3]1.Cl[C:9]([O:11][CH2:12][CH3:13])=[O:10], predict the reaction product. The product is: [CH2:12]([O:11][C:9]([N:6]1[CH2:5][CH2:4][NH:3][C@@H:2]([CH3:1])[CH2:7]1)=[O:10])[CH3:13]. (3) The product is: [CH3:33][C:7]1[CH:8]=[C:9]([O:12][CH2:13][CH2:14][C:15]2[N:16]=[C:17]([C:21]3[CH:22]=[N:23][C:24]([C:27]4[CH:32]=[CH:31][CH:30]=[CH:29][CH:28]=4)=[CH:25][CH:26]=3)[O:18][C:19]=2[CH3:20])[CH:10]=[CH:11][C:6]=1[CH2:5][CH2:4][C:3]([OH:34])=[O:2]. Given the reactants C[O:2][C:3](=[O:34])[CH2:4][CH2:5][C:6]1[CH:11]=[CH:10][C:9]([O:12][CH2:13][CH2:14][C:15]2[N:16]=[C:17]([C:21]3[CH:22]=[N:23][C:24]([C:27]4[CH:32]=[CH:31][CH:30]=[CH:29][CH:28]=4)=[CH:25][CH:26]=3)[O:18][C:19]=2[CH3:20])=[CH:8][C:7]=1[CH3:33].[OH-].[Na+], predict the reaction product. (4) Given the reactants [N+:1]([CH:3](S(C1C=CC(C)=CC=1)(=O)=O)[CH3:4])#[C-:2].[F:15][C:16]([F:25])([F:24])[C:17]1[O:21][C:20]([CH:22]=[O:23])=[CH:19][CH:18]=1.C([O-])([O-])=O.[K+].[K+], predict the reaction product. The product is: [CH3:4][C:3]1[N:1]=[CH:2][O:23][C:22]=1[C:20]1[O:21][C:17]([C:16]([F:24])([F:15])[F:25])=[CH:18][CH:19]=1. (5) Given the reactants [C:1]([O:5][C:6]([N:8]1[CH2:13][CH2:12][N:11]([S:14]([C:17]2[CH:26]=[CH:25][C:24]3[C:19](=[CH:20][CH:21]=[C:22]([Cl:27])[CH:23]=3)[CH:18]=2)(=[O:16])=[O:15])[CH2:10][CH:9]1[C:28]([O:30]CC)=[O:29])=[O:7])([CH3:4])([CH3:3])[CH3:2].C(O)C.[OH-].[Na+].Cl, predict the reaction product. The product is: [C:1]([O:5][C:6]([N:8]1[CH2:13][CH2:12][N:11]([S:14]([C:17]2[CH:26]=[CH:25][C:24]3[C:19](=[CH:20][CH:21]=[C:22]([Cl:27])[CH:23]=3)[CH:18]=2)(=[O:15])=[O:16])[CH2:10][CH:9]1[C:28]([OH:30])=[O:29])=[O:7])([CH3:4])([CH3:2])[CH3:3]. (6) Given the reactants [S:1]1[C:5]2[CH:6]=[CH:7][C:8]([CH2:10]OS(C)(=O)=O)=[CH:9][C:4]=2[CH:3]=[CH:2]1.[F:16][C:17]1[C:22]([F:23])=[CH:21][CH:20]=[CH:19][C:18]=1[C:24]1[N:32]=[C:27]2[CH:28]=[N:29][NH:30][CH:31]=[C:26]2[N:25]=1, predict the reaction product. The product is: [CH:2]1[S:1][CH:5]=[CH:6][C:7]2[C:3]=1[CH:4]=[CH:9][C:8]=2[CH2:10][C:31]1[NH:30][N:29]=[CH:28][C:27]2=[N:32][C:24]([C:18]3[CH:19]=[CH:20][CH:21]=[C:22]([F:23])[C:17]=3[F:16])=[N:25][C:26]=12.